The task is: Predict the reactants needed to synthesize the given product.. This data is from Full USPTO retrosynthesis dataset with 1.9M reactions from patents (1976-2016). (1) Given the product [Br:1][C:2]1[CH:24]=[C:23]([C:25]([NH:27][CH2:28][C:29]2[CH:34]=[CH:33][CH:32]=[C:31]([OH:35])[CH:30]=2)=[O:26])[CH:22]=[CH:21][C:3]=1[C:4]([NH:6][C@H:7]([C:17]([OH:19])=[O:18])[CH2:8][NH:9][C:10]([C:12]1[S:13][CH:14]=[CH:15][CH:16]=1)=[O:11])=[O:5], predict the reactants needed to synthesize it. The reactants are: [Br:1][C:2]1[CH:24]=[C:23]([C:25]([NH:27][CH2:28][C:29]2[CH:34]=[CH:33][CH:32]=[C:31]([OH:35])[CH:30]=2)=[O:26])[CH:22]=[CH:21][C:3]=1[C:4]([NH:6][C@H:7]([C:17]([O:19]C)=[O:18])[CH2:8][NH:9][C:10]([C:12]1[S:13][CH:14]=[CH:15][CH:16]=1)=[O:11])=[O:5].[OH-].[Na+]. (2) Given the product [CH2:1]([N:8]1[CH2:12][CH2:11][C:10]2([CH2:17][CH2:16][CH2:15][N:14]([C:18]([O:20][C:21]([CH3:24])([CH3:23])[CH3:22])=[O:19])[C:13]2=[CH2:26])[CH2:9]1)[C:2]1[CH:7]=[CH:6][CH:5]=[CH:4][CH:3]=1, predict the reactants needed to synthesize it. The reactants are: [CH2:1]([N:8]1[CH2:12][CH2:11][C:10]2([CH2:17][CH2:16][CH2:15][N:14]([C:18]([O:20][C:21]([CH3:24])([CH3:23])[CH3:22])=[O:19])[C:13]2=O)[CH2:9]1)[C:2]1[CH:7]=[CH:6][CH:5]=[CH:4][CH:3]=1.[C:26]1(C)C=CC=CC=1. (3) The reactants are: [Br:1]Br.[NH2:3][C:4]1[C:9]([Cl:10])=[CH:8][CH:7]=[CH:6][C:5]=1[OH:11]. Given the product [NH2:3][C:4]1[C:9]([Cl:10])=[CH:8][C:7]([Br:1])=[CH:6][C:5]=1[OH:11], predict the reactants needed to synthesize it. (4) Given the product [C:1]1([S:7]([N:10]2[C:18]3[C:13](=[CH:14][CH:15]=[CH:16][CH:17]=3)[C:12]([C:19]3[C:24]([Cl:25])=[CH:23][N:22]=[C:21]([NH:43][C:42]4[CH:44]=[C:45]([N+:55]([O-:57])=[O:56])[C:46]([C:48]5[CH2:53][CH2:52][N:51]([CH3:54])[CH2:50][CH:49]=5)=[CH:47][C:41]=4[O:40][CH3:39])[N:20]=3)=[CH:11]2)(=[O:8])=[O:9])[CH:2]=[CH:3][CH:4]=[CH:5][CH:6]=1, predict the reactants needed to synthesize it. The reactants are: [C:1]1([S:7]([N:10]2[C:18]3[C:13](=[CH:14][CH:15]=[CH:16][CH:17]=3)[C:12]([C:19]3[C:24]([Cl:25])=[CH:23][N:22]=[C:21](Cl)[N:20]=3)=[CH:11]2)(=[O:9])=[O:8])[CH:6]=[CH:5][CH:4]=[CH:3][CH:2]=1.O.C1(C)C=CC(S(O)(=O)=O)=CC=1.[CH3:39][O:40][C:41]1[CH:47]=[C:46]([C:48]2[CH2:49][CH2:50][N:51]([CH3:54])[CH2:52][CH:53]=2)[C:45]([N+:55]([O-:57])=[O:56])=[CH:44][C:42]=1[NH2:43]. (5) Given the product [CH2:1]([C:5]1[CH:6]=[CH:7][C:8]([C:11]#[C:12][C:13]2[CH:38]=[CH:37][C:16]([CH2:17][N:18]([CH2:24][C:25]3[CH:26]=[CH:27][C:28]([O:29][CH2:30][C:31]([OH:33])=[O:32])=[CH:35][CH:36]=3)[C:19](=[O:23])[CH2:20][C:21]#[N:22])=[CH:15][CH:14]=2)=[CH:9][CH:10]=1)[CH2:2][CH2:3][CH3:4], predict the reactants needed to synthesize it. The reactants are: [CH2:1]([C:5]1[CH:10]=[CH:9][C:8]([C:11]#[C:12][C:13]2[CH:38]=[CH:37][C:16]([CH2:17][N:18]([CH2:24][C:25]3[CH:36]=[CH:35][C:28]([O:29][CH2:30][C:31]([O:33]C)=[O:32])=[CH:27][CH:26]=3)[C:19](=[O:23])[CH2:20][C:21]#[N:22])=[CH:15][CH:14]=2)=[CH:7][CH:6]=1)[CH2:2][CH2:3][CH3:4].[OH-].[Na+]. (6) Given the product [OH:57][C:49]1[CH:48]=[CH:47][C:46]([C@@H:44]([OH:45])[CH2:43][NH:42][CH2:3][CH2:4][C:5]2[CH:6]=[CH:7][C:8]([NH:11][CH:12]3[CH2:17][CH2:16][N:15]([C:18]4[S:19][CH:20]=[C:21]([C:23]5[CH:28]=[CH:27][CH:26]=[CH:25][CH:24]=5)[N:22]=4)[CH2:14][CH2:13]3)=[CH:9][CH:10]=2)=[CH:51][C:50]=1[NH:52][S:53]([CH3:56])(=[O:55])=[O:54], predict the reactants needed to synthesize it. The reactants are: CO[CH:3](OC)[CH2:4][C:5]1[CH:10]=[CH:9][C:8]([NH:11][CH:12]2[CH2:17][CH2:16][N:15]([C:18]3[S:19][CH:20]=[C:21]([C:23]4[CH:28]=[CH:27][CH:26]=[CH:25][CH:24]=4)[N:22]=3)[CH2:14][CH2:13]2)=[CH:7][CH:6]=1.[I-].[Na+].Cl[Si](Cl)(Cl)C.C(O)(=O)C.[NH2:42][CH2:43][C@@H:44]([C:46]1[CH:47]=[CH:48][C:49]([OH:57])=[C:50]([NH:52][S:53]([CH3:56])(=[O:55])=[O:54])[CH:51]=1)[OH:45].C([BH3-])#N.[Na+]. (7) Given the product [NH2:15][C:4]1[N:3]=[C:2]([C:24]2[CH:33]=[C:32]3[C:27]([CH2:28][CH2:29][N:30]([C:34]([O:36][C:37]([CH3:40])([CH3:39])[CH3:38])=[O:35])[CH2:31]3)=[CH:26][CH:25]=2)[CH:7]=[C:6]([N:8]2[CH2:13][CH2:12][N:11]([CH3:14])[CH2:10][CH2:9]2)[N:5]=1, predict the reactants needed to synthesize it. The reactants are: Cl[C:2]1[CH:7]=[C:6]([N:8]2[CH2:13][CH2:12][N:11]([CH3:14])[CH2:10][CH2:9]2)[N:5]=[C:4]([NH2:15])[N:3]=1.CC1(C)C(C)(C)OB([C:24]2[CH:33]=[C:32]3[C:27]([CH2:28][CH2:29][N:30]([C:34]([O:36][C:37]([CH3:40])([CH3:39])[CH3:38])=[O:35])[CH2:31]3)=[CH:26][CH:25]=2)O1.C(=O)([O-])[O-].[K+].[K+].O.